From a dataset of Reaction yield outcomes from USPTO patents with 853,638 reactions. Predict the reaction yield, written as a fraction of the theoretical maximum amount of product (1.0 means a 100% yield; for example, 0.34 means a 34% yield). (1) The catalyst is C(O)C. The reactants are [NH2:1][C:2]1[CH:10]=[CH:9][C:8]([I:11])=[CH:7][C:3]=1[C:4](O)=[O:5].[CH:12]([NH2:14])=O. The product is [I:11][C:8]1[CH:7]=[C:3]2[C:2](=[CH:10][CH:9]=1)[N:1]=[CH:12][N:14]=[C:4]2[OH:5]. The yield is 0.710. (2) The reactants are [CH2:1]([O:3][CH2:4][C:5]1[N:6]([CH2:18][C:19]2([OH:32])[CH2:24][CH2:23][N:22](C(OC(C)(C)C)=O)[CH2:21][CH2:20]2)[C:7]2[C:16]3[CH:15]=[CH:14][CH:13]=[CH:12][C:11]=3[N:10]=[CH:9][C:8]=2[N:17]=1)[CH3:2].Cl. The catalyst is C(O)C. The product is [CH2:1]([O:3][CH2:4][C:5]1[N:6]([CH2:18][C:19]2([OH:32])[CH2:24][CH2:23][NH:22][CH2:21][CH2:20]2)[C:7]2[C:16]3[CH:15]=[CH:14][CH:13]=[CH:12][C:11]=3[N:10]=[CH:9][C:8]=2[N:17]=1)[CH3:2]. The yield is 0.610. (3) The reactants are [NH2:1][C:2]1[CH:3]=[N:4][CH:5]=[CH:6][CH:7]=1.Cl.[N:9]([O-])=O.[Na+].C([O-])(=O)C.[Na+].[CH3:18][O:19][CH2:20][C:21](=[O:27])[CH2:22][C:23]([O:25][CH3:26])=[O:24]. The catalyst is O.CCO. The product is [CH3:18][O:19][CH2:20][C:21](=[O:27])[C:22](=[N:9][NH:1][C:2]1[CH:3]=[N:4][CH:5]=[CH:6][CH:7]=1)[C:23]([O:25][CH3:26])=[O:24]. The yield is 0.970. (4) The reactants are [Cl:1][C:2]1[CH:7]=[CH:6][C:5]([C:8]2[C:14]3[CH:15]=[C:16]([O:19][CH3:20])[CH:17]=[CH:18][C:13]=3[N:12]3[C:21]([CH3:24])=[N:22][N:23]=[C:11]3[C@H:10]([CH2:25][C:26](O)=[O:27])[N:9]=2)=[CH:4][CH:3]=1.CCN=C=NCCCN(C)C.C1C=CC2N(O)N=NC=2C=1.[NH2:50][CH2:51][CH2:52][O:53][CH2:54][CH2:55][O:56][CH2:57][CH2:58][O:59][CH2:60][CH2:61][O:62][CH2:63][CH2:64][NH:65][C:66](=[O:72])[O:67][C:68]([CH3:71])([CH3:70])[CH3:69]. The catalyst is C(Cl)Cl.CN(C1C=CN=CC=1)C. The product is [Cl:1][C:2]1[CH:7]=[CH:6][C:5]([C:8]2[C:14]3[CH:15]=[C:16]([O:19][CH3:20])[CH:17]=[CH:18][C:13]=3[N:12]3[C:21]([CH3:24])=[N:22][N:23]=[C:11]3[C@H:10]([CH2:25][C:26](=[O:27])[NH:50][CH2:51][CH2:52][O:53][CH2:54][CH2:55][O:56][CH2:57][CH2:58][O:59][CH2:60][CH2:61][O:62][CH2:63][CH2:64][NH:65][C:66](=[O:72])[O:67][C:68]([CH3:69])([CH3:71])[CH3:70])[N:9]=2)=[CH:4][CH:3]=1. The yield is 0.779. (5) The reactants are [OH:1][CH2:2][C@@H:3]([NH:14][C:15]([O:17]CC1C=CC=CC=1)=O)[CH2:4][N:5]1[CH2:13][CH2:12][CH2:11][C@H:6]1C(OC)=O.[H][H]. The catalyst is CO.[Pd]. The product is [OH:1][CH2:2][C@@H:3]1[CH2:4][N:5]2[CH2:13][CH2:12][CH2:11][C@H:6]2[C:15](=[O:17])[NH:14]1. The yield is 0.850. (6) The reactants are [Br:1][C:2]1[CH:7]=[CH:6][C:5](O)=[C:4]([C:9]2[N:10]=[C:11]3[CH:16]=[CH:15][CH:14]=[CH:13][N:12]3[C:17]=2[CH2:18][OH:19])[CH:3]=1.O. The catalyst is C1(C)C=C(C)C=C(C)C=1. The product is [Br:1][C:2]1[CH:3]=[C:4]2[C:9]3[N:10]=[C:11]4[CH:16]=[CH:15][CH:14]=[CH:13][N:12]4[C:17]=3[CH2:18][O:19][C:5]2=[CH:6][CH:7]=1. The yield is 0.530. (7) The reactants are [N:1]([CH2:4][C:5]1[CH:10]=[CH:9][C:8]([C:11]2[CH:16]=[CH:15][C:14]([N:17]3[CH2:21][CH:20]([CH2:22][NH:23][C:24](=[O:26])[CH3:25])[O:19][C:18]3=[O:27])=[CH:13][C:12]=2[F:28])=[CH:7][CH:6]=1)=[N+]=[N-].C1(P(C2C=CC=CC=2)C2C=CC=CC=2)C=CC=CC=1.O. The catalyst is O1CCCC1. The product is [NH2:1][CH2:4][C:5]1[CH:10]=[CH:9][C:8]([C:11]2[CH:16]=[CH:15][C:14]([N:17]3[CH2:21][CH:20]([CH2:22][NH:23][C:24](=[O:26])[CH3:25])[O:19][C:18]3=[O:27])=[CH:13][C:12]=2[F:28])=[CH:7][CH:6]=1. The yield is 0.870.